From a dataset of Full USPTO retrosynthesis dataset with 1.9M reactions from patents (1976-2016). Predict the reactants needed to synthesize the given product. (1) Given the product [C:1]([O:5][C:6](=[O:35])[NH:7][C@H:8]([C:24]([N:26]1[CH2:27][C:28]([F:33])([F:34])[C:29]([F:31])([F:32])[CH2:30]1)=[O:25])[CH2:9][CH2:10][CH2:11][CH2:12][NH2:13])([CH3:4])([CH3:2])[CH3:3], predict the reactants needed to synthesize it. The reactants are: [C:1]([O:5][C:6](=[O:35])[NH:7][C@H:8]([C:24]([N:26]1[CH2:30][C:29]([F:32])([F:31])[C:28]([F:34])([F:33])[CH2:27]1)=[O:25])[CH2:9][CH2:10][CH2:11][CH2:12][NH:13]C(OCC1C=CC=CC=1)=O)([CH3:4])([CH3:3])[CH3:2]. (2) Given the product [CH:1]1[CH2:12][CH2:11][CH2:10][CH2:9][CH2:8][CH2:7][CH2:6][CH2:5][CH2:4][CH2:3][CH:2]=1, predict the reactants needed to synthesize it. The reactants are: [CH:1]1[CH2:12][CH2:11][CH2:10][CH2:9][CH2:8][CH2:7][CH:6]=[CH:5][CH:4]=[CH:3][CH:2]=1. (3) Given the product [Cl:11][C:9]1[CH:10]=[C:3]([CH:4]=[C:5]([C:6]#[N:7])[CH:8]=1)[CH2:2][N:20]([CH3:21])[CH2:19][C:18]([O:17][C:13]([CH3:16])([CH3:15])[CH3:14])=[O:22], predict the reactants needed to synthesize it. The reactants are: Br[CH2:2][C:3]1[CH:4]=[C:5]([CH:8]=[C:9]([Cl:11])[CH:10]=1)[C:6]#[N:7].Cl.[C:13]([O:17][C:18](=[O:22])[CH2:19][NH:20][CH3:21])([CH3:16])([CH3:15])[CH3:14]. (4) Given the product [C:1]([C:3]1[N:8]=[CH:7][C:6]([CH2:9][NH2:10])=[CH:5][CH:4]=1)#[N:2], predict the reactants needed to synthesize it. The reactants are: [C:1]([C:3]1[N:8]=[CH:7][C:6]([CH2:9][N:10]=[N+]=[N-])=[CH:5][CH:4]=1)#[N:2].C1(P(C2C=CC=CC=2)C2C=CC=CC=2)C=CC=CC=1. (5) Given the product [F:1][C:2]1[CH:3]=[C:4]([CH2:5][CH2:7][CH2:8][C:9]([OH:11])=[O:10])[CH:12]=[CH:13][C:14]=1[O:15][CH3:16], predict the reactants needed to synthesize it. The reactants are: [F:1][C:2]1[CH:3]=[C:4]([CH:12]=[CH:13][C:14]=1[O:15][CH3:16])[C:5]([CH2:7][CH2:8][C:9]([OH:11])=[O:10])=O.C(O)C. (6) The reactants are: [CH:1]12[O:8][CH:5]([CH2:6][CH2:7]1)[CH2:4][N:3]([C:9]1[N:14]=[C:13]([N:15]3[CH2:20][CH2:19][C:18](=O)[CH2:17][CH2:16]3)[N:12]=[C:11]([C:22]3[CH:27]=[CH:26][C:25]([NH:28][C:29]([NH:31][C:32]4[CH:37]=[CH:36][N:35]=[CH:34][CH:33]=4)=[O:30])=[CH:24][CH:23]=3)[N:10]=1)[CH2:2]2.C(O)(C(F)(F)F)=O.Cl.[NH2:46][CH2:47][C:48]([NH2:50])=[O:49]. Given the product [CH:5]12[O:8][CH:1]([CH2:7][CH2:6]1)[CH2:2][N:3]([C:9]1[N:10]=[C:11]([C:22]3[CH:27]=[CH:26][C:25]([NH:28][C:29]([NH:31][C:32]4[CH:37]=[CH:36][N:35]=[CH:34][CH:33]=4)=[O:30])=[CH:24][CH:23]=3)[N:12]=[C:13]([N:15]3[CH2:16][CH2:17][CH:18]([NH:46][CH2:47][C:48]([NH2:50])=[O:49])[CH2:19][CH2:20]3)[N:14]=1)[CH2:4]2, predict the reactants needed to synthesize it. (7) Given the product [F:1][C:2]1[CH:10]=[CH:9][C:5]([C:6]([O:8][C:14]([CH3:17])([CH3:16])[CH3:15])=[O:7])=[CH:4][C:3]=1[N+:11]([O-:13])=[O:12], predict the reactants needed to synthesize it. The reactants are: [F:1][C:2]1[CH:10]=[CH:9][C:5]([C:6]([OH:8])=[O:7])=[CH:4][C:3]=1[N+:11]([O-:13])=[O:12].[C:14](OC(O[C:14]([CH3:17])([CH3:16])[CH3:15])N(C)C)([CH3:17])([CH3:16])[CH3:15].C1(C)C=CC=CC=1.Cl. (8) The reactants are: [NH2:1][C:2]1[CH:3]=[C:4]([CH:15]=[CH:16][C:17]=1[S:18][C:19]1[CH:24]=[CH:23][C:22]([OH:25])=[CH:21][CH:20]=1)[C:5]([NH:7][C:8]1[CH:13]=[CH:12][CH:11]=[C:10]([Br:14])[CH:9]=1)=[O:6].C([C:28]1[C:29]([N:35]=[CH:36][N:37]([CH3:39])C)=[N:30][C:31]([CH3:34])=[CH:32][CH:33]=1)#N.NC1C=C(C=CC=1SC1C=CC(O)=CC=1)C(NC1C=CC(Br)=CC=1)=O. Given the product [Br:14][C:10]1[CH:9]=[C:8]([NH:7][C:5](=[O:6])[C:4]2[CH:15]=[CH:16][C:17]([S:18][C:19]3[CH:24]=[CH:23][C:22]([OH:25])=[CH:21][CH:20]=3)=[C:2]([NH:1][C:39]3[C:28]4[CH:33]=[CH:32][C:31]([CH3:34])=[N:30][C:29]=4[N:35]=[CH:36][N:37]=3)[CH:3]=2)[CH:13]=[CH:12][CH:11]=1, predict the reactants needed to synthesize it. (9) Given the product [BrH:30].[CH2:19]([O:21][P:22]([CH2:27][CH2:28][CH2:29][N:2]([CH3:1])[CH2:3][CH2:4][CH2:5][CH2:6][CH2:7][CH2:8][CH2:9][CH2:10][CH2:11][CH2:12][CH2:13][CH2:14][CH2:15][CH2:16][CH2:17][CH3:18])(=[O:26])[O:23][CH2:24][CH3:25])[CH3:20], predict the reactants needed to synthesize it. The reactants are: [CH3:1][NH:2][CH2:3][CH2:4][CH2:5][CH2:6][CH2:7][CH2:8][CH2:9][CH2:10][CH2:11][CH2:12][CH2:13][CH2:14][CH2:15][CH2:16][CH2:17][CH3:18].[CH2:19]([O:21][P:22]([CH2:27][CH2:28][CH2:29][Br:30])(=[O:26])[O:23][CH2:24][CH3:25])[CH3:20].C(N(C(C)C)CC)(C)C. (10) Given the product [NH2:1][C:2]1[CH:3]=[C:4]2[C:25](=[CH:26][CH:27]=1)[CH2:24][C:6]1([C:14]3[C:9](=[N:10][CH:11]=[CH:12][CH:13]=3)[NH:8][C:7]1=[O:23])[CH2:5]2, predict the reactants needed to synthesize it. The reactants are: [NH2:1][C:2]1[CH:3]=[C:4]2[C:25](=[CH:26][CH:27]=1)[CH2:24][C:6]1([C:14]3[C:9](=[N:10][CH:11]=[CH:12][CH:13]=3)[N:8](COCC[Si](C)(C)C)[C:7]1=[O:23])[CH2:5]2.Cl.C(N)CN.[OH-].[Na+].